This data is from TCR-epitope binding with 47,182 pairs between 192 epitopes and 23,139 TCRs. The task is: Binary Classification. Given a T-cell receptor sequence (or CDR3 region) and an epitope sequence, predict whether binding occurs between them. The epitope is GTHWFVTQR. The TCR CDR3 sequence is CATSSPGLASDEQFF. Result: 0 (the TCR does not bind to the epitope).